Predict the reactants needed to synthesize the given product. From a dataset of Full USPTO retrosynthesis dataset with 1.9M reactions from patents (1976-2016). (1) Given the product [Br:19][C:3]1[CH:4]=[C:5]2[C:10](=[CH:11][C:2]=1[F:1])[N:9]([C:12]([O:14][C:15]([CH3:18])([CH3:17])[CH3:16])=[O:13])[CH2:8][CH2:7][CH2:6]2, predict the reactants needed to synthesize it. The reactants are: [F:1][C:2]1[CH:11]=[C:10]2[C:5]([CH2:6][CH2:7][CH2:8][N:9]2[C:12]([O:14][C:15]([CH3:18])([CH3:17])[CH3:16])=[O:13])=[CH:4][CH:3]=1.[Br:19]N1C(=O)CCC1=O.O. (2) Given the product [CH3:10][C:9]([CH3:12])([CH3:11])[C:8]#[C:7][C:5]1[S:4][C:3]([C:13]([O:15][CH3:16])=[O:14])=[C:2]([NH:17][CH:18]2[CH2:23][CH2:22][N:21]([CH3:24])[C:20](=[O:25])[CH2:19]2)[CH:6]=1, predict the reactants needed to synthesize it. The reactants are: Br[C:2]1[CH:6]=[C:5]([C:7]#[C:8][C:9]([CH3:12])([CH3:11])[CH3:10])[S:4][C:3]=1[C:13]([O:15][CH3:16])=[O:14].[NH2:17][CH:18]1[CH2:23][CH2:22][N:21]([CH3:24])[C:20](=[O:25])[CH2:19]1.C(=O)([O-])[O-].[Cs+].[Cs+].C1C=CC(P(C2C(C3C(P(C4C=CC=CC=4)C4C=CC=CC=4)=CC=C4C=3C=CC=C4)=C3C(C=CC=C3)=CC=2)C2C=CC=CC=2)=CC=1.N#N. (3) Given the product [C:33]([C:36]1[CH:37]=[C:38]([S:42]([NH:31][C:28]2[CH:29]=[CH:30][C:25]([CH2:24][C:12]3[N:11]([CH2:10][C:7]4[CH:6]=[CH:5][C:4]([C:3]([OH:2])=[O:32])=[CH:9][CH:8]=4)[CH:15]=[C:14]([C:16]4[CH:21]=[CH:20][C:19]([Cl:22])=[CH:18][C:17]=4[Cl:23])[N:13]=3)=[CH:26][CH:27]=2)(=[O:44])=[O:43])[CH:39]=[CH:40][CH:41]=1)(=[O:35])[CH3:34], predict the reactants needed to synthesize it. The reactants are: C[O:2][C:3](=[O:32])[C:4]1[CH:9]=[CH:8][C:7]([CH2:10][N:11]2[CH:15]=[C:14]([C:16]3[CH:21]=[CH:20][C:19]([Cl:22])=[CH:18][C:17]=3[Cl:23])[N:13]=[C:12]2[CH2:24][C:25]2[CH:30]=[CH:29][C:28]([NH2:31])=[CH:27][CH:26]=2)=[CH:6][CH:5]=1.[C:33]([C:36]1[CH:37]=[C:38]([S:42](Cl)(=[O:44])=[O:43])[CH:39]=[CH:40][CH:41]=1)(=[O:35])[CH3:34]. (4) Given the product [NH2:38][C@@H:34]([CH:35]([CH3:37])[CH3:36])[C:33]([N:32]([CH2:31][C:28]1[N:27]([CH3:51])[C:26]([C:24]2[S:25][C:18]3[C:19](=[N:20][CH:21]=[CH:22][C:17]=3[O:16][C:15]3[CH:52]=[CH:53][C:12]([NH:11][C:10]([NH:9][C:3]4[CH:4]=[CH:5][C:6]([F:8])=[CH:7][C:2]=4[F:1])=[O:55])=[CH:13][C:14]=3[F:54])[CH:23]=2)=[N:30][CH:29]=1)[CH2:47][CH2:48][O:49][CH3:50])=[O:46], predict the reactants needed to synthesize it. The reactants are: [F:1][C:2]1[CH:7]=[C:6]([F:8])[CH:5]=[CH:4][C:3]=1[NH:9][C:10](=[O:55])[NH:11][C:12]1[CH:53]=[CH:52][C:15]([O:16][C:17]2[CH:22]=[CH:21][N:20]=[C:19]3[CH:23]=[C:24]([C:26]4[N:27]([CH3:51])[C:28]([CH2:31][N:32]([CH2:47][CH2:48][O:49][CH3:50])[C:33](=[O:46])[C@@H:34]([NH:38]C(=O)OC(C)(C)C)[CH:35]([CH3:37])[CH3:36])=[CH:29][N:30]=4)[S:25][C:18]=23)=[C:14]([F:54])[CH:13]=1.Cl.O1CCOCC1. (5) Given the product [N+:1]([C:4]1[CH:9]=[CH:8][C:7]([C:10]2[S:11][CH:12]=[CH:13][CH:14]=2)=[CH:6][C:5]=1[NH:15][C:16]([NH:17][CH2:18][CH:19]1[CH2:24][CH2:23][NH:22][CH2:21][CH2:20]1)=[O:32])([O-:3])=[O:2], predict the reactants needed to synthesize it. The reactants are: [N+:1]([C:4]1[CH:9]=[CH:8][C:7]([C:10]2[S:11][CH:12]=[CH:13][CH:14]=2)=[CH:6][C:5]=1[NH:15][C:16](=[O:32])[NH:17][CH2:18][CH:19]1[CH2:24][CH2:23][N:22](C(OC(C)(C)C)=O)[CH2:21][CH2:20]1)([O-:3])=[O:2].C(O)(C(F)(F)F)=O. (6) Given the product [CH3:1][C:2]([CH2:13][CH2:14][CH2:15][CH:16]([CH3:23])[CH2:17][CH2:18][CH2:19][CH:20]([CH3:22])[CH3:21])=[CH:3][CH2:4][CH2:5][CH2:6][O:7][CH2:8][CH:9]([CH2:11][OH:12])[OH:10].[OH2:7], predict the reactants needed to synthesize it. The reactants are: [CH3:1][C:2]([CH2:13][CH2:14][CH2:15][CH:16]([CH3:23])[CH2:17][CH2:18][CH2:19][CH:20]([CH3:22])[CH3:21])=[CH:3][CH2:4][CH2:5][CH2:6][O:7][CH2:8][CH:9]([CH2:11][OH:12])[OH:10]. (7) Given the product [C:1]([O:5][C:6](=[O:7])[NH:8][C@@H:9]([CH2:13][C:14]1[CH:19]=[CH:18][C:17]([O:20][CH2:21][CH2:22][CH2:23][CH:24]2[CH2:25][CH2:26][N:27]([C:30]3[O:34][N:33]=[C:32]([CH:35]([CH3:37])[CH3:36])[N:31]=3)[CH2:28][CH2:29]2)=[CH:16][C:15]=1[F:38])[C:10]([N:43]1[CH2:44][CH2:45][C@H:41]([F:40])[CH2:42]1)=[O:12])([CH3:2])([CH3:4])[CH3:3], predict the reactants needed to synthesize it. The reactants are: [C:1]([O:5][C:6]([NH:8][C@@H:9]([CH2:13][C:14]1[CH:19]=[CH:18][C:17]([O:20][CH2:21][CH2:22][CH2:23][CH:24]2[CH2:29][CH2:28][N:27]([C:30]3[O:34][N:33]=[C:32]([CH:35]([CH3:37])[CH3:36])[N:31]=3)[CH2:26][CH2:25]2)=[CH:16][C:15]=1[F:38])[C:10]([OH:12])=O)=[O:7])([CH3:4])([CH3:3])[CH3:2].Cl.[F:40][C@H:41]1[CH2:45][CH2:44][NH:43][CH2:42]1. (8) Given the product [CH2:13]([O:15][C:16]([C:18]1([NH:27][C:10]([C:8]2[CH:7]=[CH:6][CH:5]=[C:4]3[C:9]=2[NH:1][CH:2]=[CH:3]3)=[O:12])[CH2:26][C:25]2[C:20](=[CH:21][CH:22]=[CH:23][CH:24]=2)[CH2:19]1)=[O:17])[CH3:14], predict the reactants needed to synthesize it. The reactants are: [NH:1]1[C:9]2[C:4](=[CH:5][CH:6]=[CH:7][C:8]=2[C:10]([OH:12])=O)[CH:3]=[CH:2]1.[CH2:13]([O:15][C:16]([C:18]1([NH2:27])[CH2:26][C:25]2[C:20](=[CH:21][CH:22]=[CH:23][CH:24]=2)[CH2:19]1)=[O:17])[CH3:14].CN(C(ON1N=NC2C=CC=NC1=2)=[N+](C)C)C.F[P-](F)(F)(F)(F)F.CCN(C(C)C)C(C)C. (9) Given the product [F:25][C:2]([F:1])([F:26])[C:3]1[CH:4]=[CH:5][C:6]([C:9]2[O:13][C:12]([C:14]3[CH:24]=[CH:23][CH:22]=[CH:21][C:15]=3[C:16]([OH:18])=[O:17])=[CH:11][CH:10]=2)=[CH:7][CH:8]=1, predict the reactants needed to synthesize it. The reactants are: [F:1][C:2]([F:26])([F:25])[C:3]1[CH:8]=[CH:7][C:6]([C:9]2[O:13][C:12]([C:14]3[CH:24]=[CH:23][CH:22]=[CH:21][C:15]=3[C:16]([O:18]CC)=[O:17])=[CH:11][CH:10]=2)=[CH:5][CH:4]=1.[OH-].[Na+].O1CCCC1.Cl. (10) Given the product [CH3:18][N:4]1[C:5]2[C:10](=[C:9]([O:12][CH3:13])[C:8]([O:14][CH3:15])=[C:7]([O:16][CH3:17])[CH:6]=2)[CH:11]=[C:3]1[CH:2]=[O:1], predict the reactants needed to synthesize it. The reactants are: [OH:1][CH2:2][C:3]1[N:4]([CH3:18])[C:5]2[C:10]([CH:11]=1)=[C:9]([O:12][CH3:13])[C:8]([O:14][CH3:15])=[C:7]([O:16][CH3:17])[CH:6]=2.